Dataset: NCI-60 drug combinations with 297,098 pairs across 59 cell lines. Task: Regression. Given two drug SMILES strings and cell line genomic features, predict the synergy score measuring deviation from expected non-interaction effect. (1) Drug 1: CCCCCOC(=O)NC1=NC(=O)N(C=C1F)C2C(C(C(O2)C)O)O. Drug 2: CC=C1C(=O)NC(C(=O)OC2CC(=O)NC(C(=O)NC(CSSCCC=C2)C(=O)N1)C(C)C)C(C)C. Cell line: EKVX. Synergy scores: CSS=8.77, Synergy_ZIP=-5.98, Synergy_Bliss=-6.09, Synergy_Loewe=-3.15, Synergy_HSA=-2.67. (2) Drug 1: COC1=NC(=NC2=C1N=CN2C3C(C(C(O3)CO)O)O)N. Drug 2: C1=CC=C(C=C1)NC(=O)CCCCCCC(=O)NO. Cell line: SNB-75. Synergy scores: CSS=2.36, Synergy_ZIP=-2.85, Synergy_Bliss=-1.33, Synergy_Loewe=-9.15, Synergy_HSA=-2.66.